From a dataset of Peptide-MHC class I binding affinity with 185,985 pairs from IEDB/IMGT. Regression. Given a peptide amino acid sequence and an MHC pseudo amino acid sequence, predict their binding affinity value. This is MHC class I binding data. The MHC is HLA-A31:01 with pseudo-sequence HLA-A31:01. The binding affinity (normalized) is 0.0847. The peptide sequence is FAHELEMLC.